This data is from Peptide-MHC class I binding affinity with 185,985 pairs from IEDB/IMGT. The task is: Regression. Given a peptide amino acid sequence and an MHC pseudo amino acid sequence, predict their binding affinity value. This is MHC class I binding data. (1) The peptide sequence is VEEINREAV. The MHC is Mamu-A11 with pseudo-sequence Mamu-A11. The binding affinity (normalized) is 0.403. (2) The peptide sequence is ATALANTI. The MHC is Mamu-A02 with pseudo-sequence Mamu-A02. The binding affinity (normalized) is 0.490.